Dataset: Full USPTO retrosynthesis dataset with 1.9M reactions from patents (1976-2016). Task: Predict the reactants needed to synthesize the given product. (1) Given the product [CH:19]([O:18][C:16]([C:8]1[CH:9]([C:12]([F:15])([F:14])[F:13])[O:10][C:11]2[C:2]([CH:24]=[CH2:25])=[CH:3][C:4]([Cl:21])=[CH:5][C:6]=2[CH:7]=1)=[O:17])=[CH2:20], predict the reactants needed to synthesize it. The reactants are: Br[C:2]1[C:11]2[O:10][CH:9]([C:12]([F:15])([F:14])[F:13])[C:8]([C:16]([O:18][CH2:19][CH3:20])=[O:17])=[CH:7][C:6]=2[CH:5]=[C:4]([Cl:21])[CH:3]=1.[F-].[NH4+].[CH2:24](OCC)[CH3:25]. (2) Given the product [F:20][C:21]1[CH:29]=[CH:28][CH:27]=[CH:26][C:22]=1[C:23]([NH:17][C:14]1[CH:13]=[N:12][C:11]([C:9]2[C:8]([CH3:18])=[CH:7][C:4]3[O:5][CH2:6][C:2]([CH3:19])([CH3:1])[C:3]=3[CH:10]=2)=[CH:16][N:15]=1)=[O:24], predict the reactants needed to synthesize it. The reactants are: [CH3:1][C:2]1([CH3:19])[CH2:6][O:5][C:4]2[CH:7]=[C:8]([CH3:18])[C:9]([C:11]3[N:12]=[CH:13][C:14]([NH2:17])=[N:15][CH:16]=3)=[CH:10][C:3]1=2.[F:20][C:21]1[CH:29]=[CH:28][CH:27]=[CH:26][C:22]=1[C:23](Cl)=[O:24].